This data is from Peptide-MHC class I binding affinity with 185,985 pairs from IEDB/IMGT. The task is: Regression. Given a peptide amino acid sequence and an MHC pseudo amino acid sequence, predict their binding affinity value. This is MHC class I binding data. (1) The peptide sequence is FRNLAYGRTCVLGK. The MHC is HLA-B53:01 with pseudo-sequence HLA-B53:01. The binding affinity (normalized) is 0. (2) The binding affinity (normalized) is 0.0847. The MHC is HLA-A02:50 with pseudo-sequence HLA-A02:50. The peptide sequence is ETIEDYLGY. (3) The peptide sequence is QLLMPLKAPK. The MHC is HLA-A33:01 with pseudo-sequence HLA-A33:01. The binding affinity (normalized) is 0.285. (4) The peptide sequence is ELRSLYNTV. The MHC is HLA-A11:01 with pseudo-sequence HLA-A11:01. The binding affinity (normalized) is 0. (5) The peptide sequence is TTTDGYAHV. The MHC is HLA-B46:01 with pseudo-sequence HLA-B46:01. The binding affinity (normalized) is 0.0847. (6) The peptide sequence is KIRKYTMRR. The MHC is HLA-A03:01 with pseudo-sequence HLA-A03:01. The binding affinity (normalized) is 0.753. (7) The peptide sequence is SWHHTSDDF. The MHC is HLA-A80:01 with pseudo-sequence HLA-A80:01. The binding affinity (normalized) is 0.0847. (8) The binding affinity (normalized) is 0.761. The MHC is HLA-A02:01 with pseudo-sequence HLA-A02:01. The peptide sequence is FLQISRVNDL.